The task is: Regression. Given a peptide amino acid sequence and an MHC pseudo amino acid sequence, predict their binding affinity value. This is MHC class I binding data.. This data is from Peptide-MHC class I binding affinity with 185,985 pairs from IEDB/IMGT. (1) The binding affinity (normalized) is 1.00. The MHC is HLA-A24:02 with pseudo-sequence HLA-A24:02. The peptide sequence is RYSGFVRTLF. (2) The MHC is H-2-Db with pseudo-sequence H-2-Db. The binding affinity (normalized) is 0.749. The peptide sequence is SSMVNPLVL.